Dataset: Reaction yield outcomes from USPTO patents with 853,638 reactions. Task: Predict the reaction yield, written as a fraction of the theoretical maximum amount of product (1.0 means a 100% yield; for example, 0.34 means a 34% yield). The reactants are [NH2:1][C:2]1[CH:7]=[C:6]([C:8](=[O:15])[C:9]2[CH:14]=[CH:13][CH:12]=[CH:11][CH:10]=2)[CH:5]=[CH:4][C:3]=1[N:16]1[CH2:21][CH2:20][CH:19]([NH:22][C:23](=[O:29])[O:24][C:25]([CH3:28])([CH3:27])[CH3:26])[CH2:18][CH2:17]1.[NH2:30][C:31]1[C:32]([C:38](O)=[O:39])=[N:33][C:34]([Br:37])=[CH:35][N:36]=1. The catalyst is C(#N)C. The product is [NH2:30][C:31]1[C:32]([C:38]([NH:1][C:2]2[CH:7]=[C:6]([C:8](=[O:15])[C:9]3[CH:10]=[CH:11][CH:12]=[CH:13][CH:14]=3)[CH:5]=[CH:4][C:3]=2[N:16]2[CH2:17][CH2:18][CH:19]([NH:22][C:23](=[O:29])[O:24][C:25]([CH3:26])([CH3:28])[CH3:27])[CH2:20][CH2:21]2)=[O:39])=[N:33][C:34]([Br:37])=[CH:35][N:36]=1. The yield is 0.460.